Dataset: Catalyst prediction with 721,799 reactions and 888 catalyst types from USPTO. Task: Predict which catalyst facilitates the given reaction. Reactant: [C:1]([C:5]1[CH:6]=[C:7]2[C:12](=[C:13]([F:15])[CH:14]=1)[C:11](=[O:16])[N:10]([C:17]1[C:22]([CH:23]=[O:24])=[C:21]([C:25]3[CH:26]=[C:27]([C:31]([NH2:33])=[O:32])[N:28]([CH3:30])[CH:29]=3)[CH:20]=[CH:19][N:18]=1)[N:9]=[CH:8]2)([CH3:4])([CH3:3])[CH3:2].C(Cl)Cl.CO.[BH4-].[Na+]. Product: [C:1]([C:5]1[CH:6]=[C:7]2[C:12](=[C:13]([F:15])[CH:14]=1)[C:11](=[O:16])[N:10]([C:17]1[C:22]([CH2:23][OH:24])=[C:21]([C:25]3[CH:26]=[C:27]([C:31]([NH2:33])=[O:32])[N:28]([CH3:30])[CH:29]=3)[CH:20]=[CH:19][N:18]=1)[N:9]=[CH:8]2)([CH3:4])([CH3:2])[CH3:3]. The catalyst class is: 25.